Dataset: Peptide-MHC class II binding affinity with 134,281 pairs from IEDB. Task: Regression. Given a peptide amino acid sequence and an MHC pseudo amino acid sequence, predict their binding affinity value. This is MHC class II binding data. (1) The peptide sequence is FQTMPGTFQTTTGEI. The MHC is DRB1_1101 with pseudo-sequence DRB1_1101. The binding affinity (normalized) is 0.237. (2) The peptide sequence is AFILDGDNLFKKV. The MHC is HLA-DQA10501-DQB10201 with pseudo-sequence HLA-DQA10501-DQB10201. The binding affinity (normalized) is 0.335. (3) The peptide sequence is ETAYFILKLAGRWPVKVI. The MHC is DRB1_0405 with pseudo-sequence DRB1_0405. The binding affinity (normalized) is 0.404.